From a dataset of Full USPTO retrosynthesis dataset with 1.9M reactions from patents (1976-2016). Predict the reactants needed to synthesize the given product. The reactants are: [Br:1][C:2]1[CH:12]=[CH:11][C:5]([O:6][CH2:7][C:8]([OH:10])=O)=[CH:4][CH:3]=1.CN1CCOCC1.ClC1N=C(OC)N=C(OC)N=1.Cl.CNOC.[CH2:36]([Mg]Cl)[C:37]1[CH:42]=[CH:41][CH:40]=[CH:39][CH:38]=1.[Cl-].[NH4+]. Given the product [Br:1][C:2]1[CH:3]=[CH:4][C:5]([O:6][CH2:7][C:8]([CH2:36][C:37]2[CH:42]=[CH:41][CH:40]=[CH:39][CH:38]=2)=[O:10])=[CH:11][CH:12]=1, predict the reactants needed to synthesize it.